This data is from Full USPTO retrosynthesis dataset with 1.9M reactions from patents (1976-2016). The task is: Predict the reactants needed to synthesize the given product. (1) Given the product [CH3:33][O:34][C:35](=[O:44])[CH2:36][C:37]1[CH:38]=[CH:39][C:40]([O:8][CH2:7][CH2:6][CH2:5][O:4][C:3]2[C:9]([CH3:32])=[CH:10][C:11]([C:13]([OH:22])([C:14]([F:16])([F:15])[F:17])[C:18]([F:19])([F:21])[F:20])=[CH:12][C:2]=2[CH3:1])=[CH:41][CH:42]=1, predict the reactants needed to synthesize it. The reactants are: [CH3:1][C:2]1[CH:12]=[C:11]([C:13]([O:22]CC2C=CC(OC)=CC=2)([C:18]([F:21])([F:20])[F:19])[C:14]([F:17])([F:16])[F:15])[CH:10]=[C:9]([CH3:32])[C:3]=1[O:4][CH2:5][CH2:6][CH2:7][OH:8].[CH3:33][O:34][C:35](=[O:44])[CH2:36][C:37]1[CH:42]=[CH:41][C:40](O)=[CH:39][CH:38]=1.COC(=O)C. (2) The reactants are: [N:1]1[CH:6]=[C:5]([C:7]([C:9]2[CH:10]=[C:11]3[C:16](=[C:17]([CH:19]=[CH2:20])[CH:18]=2)[N:15]=[CH:14][CH:13]=[CH:12]3)=[O:8])[CH:4]=[N:3][CH:2]=1.CO.[BH4-].[Na+].O. Given the product [N:3]1[CH:4]=[C:5]([CH:7]([C:9]2[CH:10]=[C:11]3[C:16](=[C:17]([CH:19]=[CH2:20])[CH:18]=2)[N:15]=[CH:14][CH:13]=[CH:12]3)[OH:8])[CH:6]=[N:1][CH:2]=1, predict the reactants needed to synthesize it. (3) Given the product [CH3:1][C:2]12[CH2:7][CH2:6][CH2:5][CH2:4][C:3]1=[N:17][O:11][C:9]2=[O:10], predict the reactants needed to synthesize it. The reactants are: [CH3:1][C:2]1([C:9]([O:11]CC)=[O:10])[CH2:7][CH2:6][CH2:5][CH2:4][C:3]1=O.Cl.NO.[N:17]1C=CC=CC=1. (4) Given the product [Cl:1][C:2]1[CH:10]=[C:9]([S:11]([CH3:14])(=[O:13])=[O:12])[CH:8]=[CH:7][C:3]=1[C:4]([NH:33][CH2:32][C:19]1([C:22]2[CH:23]=[N:24][C:25]([C:28]([F:31])([F:29])[F:30])=[CH:26][CH:27]=2)[CH2:20][CH2:21][C:16]([F:15])([F:34])[CH2:17][CH2:18]1)=[O:6], predict the reactants needed to synthesize it. The reactants are: [Cl:1][C:2]1[CH:10]=[C:9]([S:11]([CH3:14])(=[O:13])=[O:12])[CH:8]=[CH:7][C:3]=1[C:4]([OH:6])=O.[F:15][C:16]1([F:34])[CH2:21][CH2:20][C:19]([CH2:32][NH2:33])([C:22]2[CH:23]=[N:24][C:25]([C:28]([F:31])([F:30])[F:29])=[CH:26][CH:27]=2)[CH2:18][CH2:17]1. (5) Given the product [Br:2][C:3]1[CH:4]=[CH:5][C:6]2[CH:9]=[CH:10][C:11]3[C:12]([C:7]=2[CH:8]=1)=[CH:13][C:14]([Cl:17])=[CH:15][CH:16]=3, predict the reactants needed to synthesize it. The reactants are: O.[Br:2][C:3]1[CH:8]=[CH:7][C:6]([CH:9]=[CH:10][C:11]2[CH:16]=[CH:15][C:14]([Cl:17])=[CH:13][CH:12]=2)=[CH:5][CH:4]=1.C1OC1C.II. (6) Given the product [C:17]([O:16][C:15]([NH:14][CH2:13][CH2:12][N:8]1[CH2:7][C:6]2[CH:22]=[C:2]([C:28]3[C:27]4[C:31](=[CH:32][C:24]([F:23])=[CH:25][CH:26]=4)[N:30]([C:33]([O:35][C:36]([CH3:39])([CH3:38])[CH3:37])=[O:34])[CH:29]=3)[CH:3]=[CH:4][C:5]=2[S:9]1(=[O:11])=[O:10])=[O:21])([CH3:20])([CH3:19])[CH3:18], predict the reactants needed to synthesize it. The reactants are: Br[C:2]1[CH:3]=[CH:4][C:5]2[S:9](=[O:11])(=[O:10])[N:8]([CH2:12][CH2:13][NH:14][C:15](=[O:21])[O:16][C:17]([CH3:20])([CH3:19])[CH3:18])[CH2:7][C:6]=2[CH:22]=1.[F:23][C:24]1[CH:32]=[C:31]2[C:27]([C:28](B3OC(C)(C)C(C)(C)O3)=[CH:29][N:30]2[C:33]([O:35][C:36]([CH3:39])([CH3:38])[CH3:37])=[O:34])=[CH:26][CH:25]=1.[O-]P([O-])([O-])=O.[K+].[K+].[K+].N#N. (7) Given the product [F:39][C:3]([F:2])([F:38])[C:4]1[CH:5]=[C:6]([C@H:14]([O:16][C@H:17]2[CH2:22][CH2:21][N:20]([C:23]([NH:25][CH:26]3[CH2:31][CH2:30][N:29]([C:41](=[O:40])[CH2:42][CH2:43][OH:44])[CH2:28][CH2:27]3)=[O:24])[CH2:19][C@H:18]2[C:32]2[CH:37]=[CH:36][CH:35]=[CH:34][CH:33]=2)[CH3:15])[CH:7]=[C:8]([C:10]([F:11])([F:12])[F:13])[CH:9]=1, predict the reactants needed to synthesize it. The reactants are: Cl.[F:2][C:3]([F:39])([F:38])[C:4]1[CH:5]=[C:6]([C@H:14]([O:16][C@H:17]2[CH2:22][CH2:21][N:20]([C:23]([NH:25][CH:26]3[CH2:31][CH2:30][NH:29][CH2:28][CH2:27]3)=[O:24])[CH2:19][C@H:18]2[C:32]2[CH:37]=[CH:36][CH:35]=[CH:34][CH:33]=2)[CH3:15])[CH:7]=[C:8]([C:10]([F:13])([F:12])[F:11])[CH:9]=1.[OH:40][CH2:41][CH2:42][C:43](O)=[O:44]. (8) Given the product [Br:1][C:2]1[N:3]=[CH:4][N:5]([C:7]2[CH:12]=[CH:11][C:10]([NH2:13])=[CH:9][C:8]=2[O:16][CH3:17])[CH:6]=1, predict the reactants needed to synthesize it. The reactants are: [Br:1][C:2]1[N:3]=[CH:4][N:5]([C:7]2[CH:12]=[CH:11][C:10]([N+:13]([O-])=O)=[CH:9][C:8]=2[O:16][CH3:17])[CH:6]=1.O.C(=O)([O-])O.[Na+]. (9) Given the product [Cl:8][C:9]1[CH:14]=[CH:13][CH:12]=[CH:11][C:10]=1[N:15]1[CH:19]([C:20]2[N:25]=[C:24]([C:26]3[CH2:27][CH2:28][N:29]([S:41](=[O:43])(=[O:42])[N:40]([CH3:45])[CH3:39])[CH2:30][CH:31]=3)[CH:23]=[CH:22][CH:21]=2)[CH2:18][C:17]([C:32]([F:38])([F:37])[C:33]([F:34])([F:36])[F:35])=[N:16]1, predict the reactants needed to synthesize it. The reactants are: FC(F)(F)C(O)=O.[Cl:8][C:9]1[CH:14]=[CH:13][CH:12]=[CH:11][C:10]=1[N:15]1[CH:19]([C:20]2[N:25]=[C:24]([C:26]3[CH2:27][CH2:28][NH:29][CH2:30][CH:31]=3)[CH:23]=[CH:22][CH:21]=2)[CH2:18][C:17]([C:32]([F:38])([F:37])[C:33]([F:36])([F:35])[F:34])=[N:16]1.[CH3:39][N:40]([CH3:45])[S:41](Cl)(=[O:43])=[O:42].